The task is: Predict the reactants needed to synthesize the given product.. This data is from Full USPTO retrosynthesis dataset with 1.9M reactions from patents (1976-2016). (1) The reactants are: [CH2:1]=[O:2].[OH-].[Na+].[CH3:5][O:6][C:7]1[CH:8]=[C:9]([N:15]2[CH2:20][CH2:19][N:18]([C:21]([C:23]3[C:27]([C:28]4[CH:33]=[CH:32][CH:31]=[CH:30][CH:29]=4)=[CH:26][NH:25][CH:24]=3)=[O:22])[CH2:17][CH2:16]2)[CH:10]=[C:11]([O:13][CH3:14])[CH:12]=1. Given the product [CH3:14][O:13][C:11]1[CH:10]=[C:9]([N:15]2[CH2:20][CH2:19][N:18]([C:21]([C:23]3[C:27]([C:28]4[CH:33]=[CH:32][CH:31]=[CH:30][CH:29]=4)=[CH:26][N:25]([CH2:1][OH:2])[CH:24]=3)=[O:22])[CH2:17][CH2:16]2)[CH:8]=[C:7]([O:6][CH3:5])[CH:12]=1, predict the reactants needed to synthesize it. (2) Given the product [O:12]1[CH2:13][CH2:14][CH2:15][CH2:16][CH:11]1[N:7]1[C:8]2[C:4](=[CH:3][C:2](/[CH:19]=[CH:18]/[C:17]([O:21][CH2:22][CH3:23])=[O:20])=[CH:10][CH:9]=2)[CH:5]=[N:6]1, predict the reactants needed to synthesize it. The reactants are: Br[C:2]1[CH:3]=[C:4]2[C:8](=[CH:9][CH:10]=1)[N:7]([CH:11]1[CH2:16][CH2:15][CH2:14][CH2:13][O:12]1)[N:6]=[CH:5]2.[C:17]([O:21][CH2:22][CH3:23])(=[O:20])[CH:18]=[CH2:19].C1(C)C=CC=CC=1P(C1C=CC=CC=1C)C1C=CC=CC=1C. (3) The reactants are: [NH2:1][C:2]1[CH:3]=[C:4]([C:8]2[N:13]=[C:12]([NH:14][CH2:15][C:16]3[CH:21]=[CH:20][CH:19]=[CH:18][CH:17]=3)[C:11]3=[C:22]([C:25]4[CH:30]=[CH:29][CH:28]=[CH:27][CH:26]=4)[CH:23]=[CH:24][N:10]3[N:9]=2)[CH:5]=[N:6][CH:7]=1.N1C=CC=CC=1.Cl[C:38](=[O:45])[CH2:39][C:40]([O:42][CH2:43][CH3:44])=[O:41].O. Given the product [CH2:15]([NH:14][C:12]1[C:11]2=[C:22]([C:25]3[CH:30]=[CH:29][CH:28]=[CH:27][CH:26]=3)[CH:23]=[CH:24][N:10]2[N:9]=[C:8]([C:4]2[CH:3]=[C:2]([NH:1][C:38](=[O:45])[CH2:39][C:40]([O:42][CH2:43][CH3:44])=[O:41])[CH:7]=[N:6][CH:5]=2)[N:13]=1)[C:16]1[CH:17]=[CH:18][CH:19]=[CH:20][CH:21]=1, predict the reactants needed to synthesize it. (4) Given the product [Br:1][C:2]1[CH:7]=[CH:6][C:5]([C:8]2([CH2:12][OH:13])[CH2:9][CH2:10][CH2:11]2)=[C:4]([O:15][CH3:16])[CH:3]=1, predict the reactants needed to synthesize it. The reactants are: [Br:1][C:2]1[CH:7]=[CH:6][C:5]([C:8]2([C:12](O)=[O:13])[CH2:11][CH2:10][CH2:9]2)=[C:4]([O:15][CH3:16])[CH:3]=1.B.O1CCCC1. (5) Given the product [N:1]1([C:6]2[CH:14]=[CH:13][C:12]([CH3:15])=[CH:11][C:7]=2[C:8]([N:19]2[CH2:20][CH2:21][CH2:22][C@@H:17]([CH3:16])[C@H:18]2[CH2:23][NH:24][C:25]2[CH:30]=[CH:29][C:28]([C:31]([F:34])([F:32])[F:33])=[CH:27][N:26]=2)=[O:10])[CH:5]=[CH:4][N:3]=[CH:2]1, predict the reactants needed to synthesize it. The reactants are: [N:1]1([C:6]2[CH:14]=[CH:13][C:12]([CH3:15])=[CH:11][C:7]=2[C:8]([OH:10])=O)[CH:5]=[CH:4][N:3]=[CH:2]1.[CH3:16][C@@H:17]1[CH2:22][CH2:21][CH2:20][NH:19][C@@H:18]1[CH2:23][NH:24][C:25]1[CH:30]=[CH:29][C:28]([C:31]([F:34])([F:33])[F:32])=[CH:27][N:26]=1. (6) Given the product [Cl:15][S:16]([C:13]1[CH:12]=[CH:11][C:3]([O:4][CH2:5][C:6]([O:8][CH2:9][CH3:10])=[O:7])=[C:2]([CH3:1])[CH:14]=1)(=[O:18])=[O:17], predict the reactants needed to synthesize it. The reactants are: [CH3:1][C:2]1[CH:14]=[CH:13][CH:12]=[CH:11][C:3]=1[O:4][CH2:5][C:6]([O:8][CH2:9][CH3:10])=[O:7].[Cl:15][S:16](O)(=[O:18])=[O:17]. (7) Given the product [Br:24][C:25]1[CH:26]=[CH:27][C:28]([O:39][CH2:40][CH:41]([CH3:43])[CH3:42])=[C:29]([CH2:31][N:32]2[C:36]([CH3:37])=[CH:35][C:34]([NH:38][C:6]([C:5]3[CH:4]=[CH:3][C:2]([C:1]([O:12][CH3:13])=[O:11])=[CH:10][CH:9]=3)=[O:8])=[N:33]2)[CH:30]=1, predict the reactants needed to synthesize it. The reactants are: [C:1]([O:12][CH3:13])(=[O:11])[C:2]1[CH:10]=[CH:9][C:5]([C:6]([O-:8])=O)=[CH:4][CH:3]=1.ON1C2N=CC=CC=2N=N1.[Br:24][C:25]1[CH:26]=[CH:27][C:28]([O:39][CH2:40][CH:41]([CH3:43])[CH3:42])=[C:29]([CH2:31][N:32]2[C:36]([CH3:37])=[CH:35][C:34]([NH2:38])=[N:33]2)[CH:30]=1.